Task: Predict which catalyst facilitates the given reaction.. Dataset: Catalyst prediction with 721,799 reactions and 888 catalyst types from USPTO (1) Reactant: [NH:1]1[CH2:5][CH2:4][CH2:3][C:2]1=[O:6].CC([O-])(C)C.[K+].Br[CH2:14][C:15]1[CH:16]=[C:17]([C:21]2[CH:25]=[C:24]([CH2:26][CH:27]([CH3:29])[CH3:28])[S:23][C:22]=2[S:30]([NH:33][C:34]([CH3:37])([CH3:36])[CH3:35])(=[O:32])=[O:31])[CH:18]=[CH:19][CH:20]=1. Product: [N:1]1([CH2:14][C:15]2[CH:16]=[C:17]([C:21]3[CH:25]=[C:24]([CH2:26][CH:27]([CH3:29])[CH3:28])[S:23][C:22]=3[S:30]([NH:33][C:34]([CH3:36])([CH3:35])[CH3:37])(=[O:31])=[O:32])[CH:18]=[CH:19][CH:20]=2)[CH2:5][CH2:4][CH2:3][C:2]1=[O:6]. The catalyst class is: 549. (2) Reactant: [CH:1]1([CH2:4][O:5][C:6]2[CH:7]=[CH:8][C:9]3[N:10]([N:12]=[C:13]([C:16]4[CH:33]=[CH:32][C:19]([O:20][CH2:21][C@@H:22]([NH:24][C:25](=O)[O:26]C(C)(C)C)[CH3:23])=[CH:18][C:17]=4[F:34])[C:14]=3[F:15])[CH:11]=2)[CH2:3][CH2:2]1.Cl.[C:36](OCC)(=O)C. Product: [CH:1]1([CH2:4][O:5][C:6]2[CH:7]=[CH:8][C:9]3[N:10]([N:12]=[C:13]([C:16]4[CH:33]=[CH:32][C:19]([O:20][CH2:21][C@@H:22]([NH:24][C:25](=[O:26])[CH3:36])[CH3:23])=[CH:18][C:17]=4[F:34])[C:14]=3[F:15])[CH:11]=2)[CH2:3][CH2:2]1. The catalyst class is: 13. (3) Reactant: [N+:1]([C:4]1[CH:5]=[C:6](B(O)O)[CH:7]=[CH:8][CH:9]=1)([O-:3])=[O:2].[F:13][C:14]1[CH:15]=[C:16]([CH:28]=[C:29]([C:31]([F:34])([F:33])[F:32])[CH:30]=1)[C:17]([NH:19][C:20]1[CH:25]=[CH:24][C:23]([CH3:26])=[C:22](I)[CH:21]=1)=[O:18].C(=O)([O-])[O-].[K+].[K+]. Product: [F:13][C:14]1[CH:15]=[C:16]([CH:28]=[C:29]([C:31]([F:32])([F:33])[F:34])[CH:30]=1)[C:17]([NH:19][C:20]1[CH:25]=[C:24]([C:6]2[CH:7]=[CH:8][CH:9]=[C:4]([N+:1]([O-:3])=[O:2])[CH:5]=2)[C:23]([CH3:26])=[CH:22][CH:21]=1)=[O:18]. The catalyst class is: 460. (4) Reactant: C([Li])CCC.[CH3:6][Si:7]([C:10]#[CH:11])([CH3:9])[CH3:8].[O:12]=[C:13]1[CH2:18][CH2:17][CH:16]([C:19]([O:21][C:22]([CH3:25])([CH3:24])[CH3:23])=[O:20])[CH2:15][CH2:14]1.[C-]#[C-].[Li+].[Li+].[Cl-].[NH4+]. Product: [OH:12][C:13]1([C:11]#[C:10][Si:7]([CH3:9])([CH3:8])[CH3:6])[CH2:14][CH2:15][CH:16]([C:19]([O:21][C:22]([CH3:25])([CH3:24])[CH3:23])=[O:20])[CH2:17][CH2:18]1. The catalyst class is: 1.